Dataset: Full USPTO retrosynthesis dataset with 1.9M reactions from patents (1976-2016). Task: Predict the reactants needed to synthesize the given product. (1) Given the product [Br:11][C:10]1[N:9]=[C:8]([C@H:12]2[CH2:17][N:16]3[C:22](=[NH:23])[O:20][C@@H:18]([CH3:19])[C@@H:15]3[CH2:14][CH2:13]2)[N:4]2[CH:5]=[CH:6][N:7]=[C:2]([NH2:1])[C:3]=12, predict the reactants needed to synthesize it. The reactants are: [NH2:1][C:2]1[C:3]2[N:4]([C:8]([C@H:12]3[CH2:17][NH:16][C@H:15]([C@@H:18]([OH:20])[CH3:19])[CH2:14][CH2:13]3)=[N:9][C:10]=2[Br:11])[CH:5]=[CH:6][N:7]=1.Br[C:22]#[N:23].C([O-])(O)=O.[Na+]. (2) The reactants are: Cl[C:2]1[CH:27]=[CH:26][C:5]([CH2:6][O:7][C:8]2[CH:16]=[CH:15][C:14]3[NH:13][C:12]4[CH:17]([CH2:20][C:21]([O:23]CC)=[O:22])[CH2:18][CH2:19][C:11]=4[C:10]=3[CH:9]=2)=[CH:4][C:3]=1[C:28]([F:31])([F:30])[F:29].[Br-].[CH:33]1([Zn+])[CH2:36][CH2:35][CH2:34]1. Given the product [CH:33]1([C:2]2[CH:27]=[CH:26][C:5]([CH2:6][O:7][C:8]3[CH:16]=[CH:15][C:14]4[NH:13][C:12]5[CH:17]([CH2:20][C:21]([OH:23])=[O:22])[CH2:18][CH2:19][C:11]=5[C:10]=4[CH:9]=3)=[CH:4][C:3]=2[C:28]([F:31])([F:29])[F:30])[CH2:36][CH2:35][CH2:34]1, predict the reactants needed to synthesize it.